Predict the product of the given reaction. From a dataset of Forward reaction prediction with 1.9M reactions from USPTO patents (1976-2016). (1) Given the reactants C([N:4]1[C:8]2[CH:9]=[CH:10][CH:11]=[CH:12][C:7]=2[N:6]([CH2:13][C:14]2[C:15]3[C:22]([CH3:23])=[CH:21][CH:20]=[CH:19][C:16]=3[S:17][CH:18]=2)[C:5]1=[O:24])(C)=C.CO.Cl, predict the reaction product. The product is: [CH3:23][C:22]1[C:15]2[C:14]([CH2:13][N:6]3[C:7]4[CH:12]=[CH:11][CH:10]=[CH:9][C:8]=4[NH:4][C:5]3=[O:24])=[CH:18][S:17][C:16]=2[CH:19]=[CH:20][CH:21]=1. (2) Given the reactants [CH2:1]([C:3]1[C:8]([O:9][CH3:10])=[CH:7][C:6]([C:11](=[O:13])[CH3:12])=[C:5]([N+:14]([O-])=O)[CH:4]=1)[CH3:2].N, predict the reaction product. The product is: [NH2:14][C:5]1[CH:4]=[C:3]([CH2:1][CH3:2])[C:8]([O:9][CH3:10])=[CH:7][C:6]=1[C:11](=[O:13])[CH3:12]. (3) Given the reactants [CH:1]([C@:4]1([C:10]([O:12]CC2C=CC=CC=2)=[O:11])[CH2:8][CH2:7][C:6](=[O:9])[CH2:5]1)([CH3:3])[CH3:2], predict the reaction product. The product is: [CH:1]([C@:4]1([C:10]([OH:12])=[O:11])[CH2:8][CH2:7][C:6](=[O:9])[CH2:5]1)([CH3:3])[CH3:2]. (4) Given the reactants [C:1]1([C:7]2[N:8]=[C:9]([C:12]3[CH:19]=[CH:18][C:15]([C:16]#[N:17])=[CH:14][CH:13]=3)[S:10][CH:11]=2)[CH:6]=[CH:5][CH:4]=[CH:3][CH:2]=1.[N-:20]=[N+:21]=[N-:22].[Na+].[Cl-].[NH4+], predict the reaction product. The product is: [C:1]1([C:7]2[N:8]=[C:9]([C:12]3[CH:13]=[CH:14][C:15]([C:16]4[NH:22][N:21]=[N:20][N:17]=4)=[CH:18][CH:19]=3)[S:10][CH:11]=2)[CH:6]=[CH:5][CH:4]=[CH:3][CH:2]=1.